From a dataset of Reaction yield outcomes from USPTO patents with 853,638 reactions. Predict the reaction yield, written as a fraction of the theoretical maximum amount of product (1.0 means a 100% yield; for example, 0.34 means a 34% yield). (1) The reactants are N#N.[CH3:3][C:4]1[O:5][C:6]([C:12]2[CH:17]=[CH:16][C:15]([NH:18][C:19](=[O:30])[CH2:20][C:21]3[CH:26]=[C:25]([OH:27])[C:24]([OH:28])=[C:23]([OH:29])[CH:22]=3)=[CH:14][C:13]=2[N+:31]([O-])=O)=[CH:7][C:8]=1[C:9]([OH:11])=[O:10]. The catalyst is CO.[Pd]. The product is [NH2:31][C:13]1[CH:14]=[C:15]([NH:18][C:19](=[O:30])[CH2:20][C:21]2[CH:22]=[C:23]([OH:29])[C:24]([OH:28])=[C:25]([OH:27])[CH:26]=2)[CH:16]=[CH:17][C:12]=1[C:6]1[O:5][C:4]([CH3:3])=[C:8]([C:9]([OH:11])=[O:10])[CH:7]=1. The yield is 0.230. (2) The reactants are [NH2:1][CH2:2][C@H:3]([OH:5])[CH3:4].F[C:7]1[CH:16]=[CH:15][CH:14]=[C:13]2[C:8]=1[C:9]([NH:17][C:18]1[CH:23]=[CH:22][C:21]([OH:24])=[C:20]([CH3:25])[CH:19]=1)=[N:10][CH:11]=[N:12]2. No catalyst specified. The product is [NH2:1][CH2:2][C@@H:3]([CH3:4])[O:5][C:7]1[CH:16]=[CH:15][CH:14]=[C:13]2[C:8]=1[C:9]([NH:17][C:18]1[CH:23]=[CH:22][C:21]([OH:24])=[C:20]([CH3:25])[CH:19]=1)=[N:10][CH:11]=[N:12]2. The yield is 0.650. (3) The reactants are [CH2:1]([O:5][C:6]1[CH:11]=[CH:10][C:9]([C:12](=O)[CH3:13])=[CH:8][CH:7]=1)[CH2:2][CH2:3][CH3:4].[CH3:15][C:16]([S:19]([NH2:21])=[O:20])([CH3:18])[CH3:17].O. The catalyst is C1COCC1.C(O[Ti](OCC)(OCC)OCC)C. The product is [CH2:1]([O:5][C:6]1[CH:11]=[CH:10][C:9](/[C:12](=[N:21]\[S:19]([C:16]([CH3:18])([CH3:17])[CH3:15])=[O:20])/[CH3:13])=[CH:8][CH:7]=1)[CH2:2][CH2:3][CH3:4]. The yield is 0.870. (4) The reactants are [CH2:1]([N:8]1[C:12]2[N:13]=[C:14]([NH2:18])[N:15]=[C:16](Cl)[C:11]=2[CH:10]=[CH:9]1)[C:2]1[CH:7]=[CH:6][CH:5]=[CH:4][CH:3]=1.[CH3:19][C:20]1[CH:26]=[C:25]([CH3:27])[CH:24]=[C:23]([CH3:28])[C:21]=1[NH2:22].FC(F)(F)C(O)=O. The catalyst is FC(F)(F)CO. The product is [CH2:1]([N:8]1[C:12]2[N:13]=[C:14]([NH2:18])[N:15]=[C:16]([NH:22][C:21]3[C:23]([CH3:28])=[CH:24][C:25]([CH3:27])=[CH:26][C:20]=3[CH3:19])[C:11]=2[CH:10]=[CH:9]1)[C:2]1[CH:7]=[CH:6][CH:5]=[CH:4][CH:3]=1. The yield is 0.900. (5) The reactants are [Cl:1][C:2]1[CH:3]=[C:4]2[C:9](=[CH:10][CH:11]=1)[NH:8][CH:7]([C:12]1[CH:13]=[C:14]([CH:25]=[CH:26][CH:27]=1)[C:15]([O:17]CC1C=CC=CC=1)=[O:16])[C:6]([CH3:29])([CH3:28])[CH2:5]2.[OH-].[Na+]. The yield is 0.760. The catalyst is CO. The product is [Cl:1][C:2]1[CH:3]=[C:4]2[C:9](=[CH:10][CH:11]=1)[NH:8][CH:7]([C:12]1[CH:13]=[C:14]([CH:25]=[CH:26][CH:27]=1)[C:15]([OH:17])=[O:16])[C:6]([CH3:29])([CH3:28])[CH2:5]2. (6) The reactants are [CH3:1][O:2][C:3]1[N:8]=[C:7]2[N:9]([CH2:14][CH2:15][CH:16]=O)[C:10](=[O:13])[CH:11]=[CH:12][C:6]2=[N:5][CH:4]=1.[NH2:18][CH:19]1[CH2:23][N:22]([C:24]2[CH:25]=[CH:26][C:27]3[O:32][CH2:31][C:30](=[O:33])[NH:29][C:28]=3[CH:34]=2)[C:21](=[O:35])[CH2:20]1.C(O)(=O)C.S([O-])([O-])(=O)=O.[Na+].[Na+].C(O[BH-](OC(=O)C)OC(=O)C)(=O)C.[Na+]. The catalyst is ClCCl.CN(C)C=O. The product is [CH3:1][O:2][C:3]1[N:8]=[C:7]2[N:9]([CH2:14][CH2:15][CH2:16][NH:18][CH:19]3[CH2:20][C:21](=[O:35])[N:22]([C:24]4[CH:25]=[CH:26][C:27]5[O:32][CH2:31][C:30](=[O:33])[NH:29][C:28]=5[CH:34]=4)[CH2:23]3)[C:10](=[O:13])[CH:11]=[CH:12][C:6]2=[N:5][CH:4]=1. The yield is 0.290. (7) The reactants are [N:1]1([CH:10]([NH:14][C:15]([O:17][CH2:18][C:19]2[CH:24]=[CH:23][CH:22]=[CH:21][CH:20]=2)=[O:16])[C:11](O)=[O:12])C2C=CC=CC=2N=N1.C(Cl)(=O)C(Cl)=O.[NH2:31][C:32]1[C:37]([CH2:38][O:39][Si:40]([C:43]([CH3:46])([CH3:45])[CH3:44])([CH3:42])[CH3:41])=[CH:36][CH:35]=[CH:34][C:33]=1[C:47]([C:49]1[CH:54]=[CH:53][CH:52]=[C:51]([F:55])[CH:50]=1)=O.CN1CCOCC1.N.CO.C(O)(=O)C.C([O-])(=O)C.[NH4+]. The catalyst is C1COCC1.O.CN(C=O)C. The product is [CH2:18]([O:17][C:15](=[O:16])[NH:14][CH:10]1[C:11](=[O:12])[NH:31][C:32]2[C:37]([CH2:38][O:39][Si:40]([C:43]([CH3:46])([CH3:45])[CH3:44])([CH3:42])[CH3:41])=[CH:36][CH:35]=[CH:34][C:33]=2[C:47]([C:49]2[CH:54]=[CH:53][CH:52]=[C:51]([F:55])[CH:50]=2)=[N:1]1)[C:19]1[CH:20]=[CH:21][CH:22]=[CH:23][CH:24]=1. The yield is 0.630. (8) The reactants are [Cl:1][S:2]([C:5]1[CH:6]=[C:7]([CH:11]=[CH:12][CH:13]=1)[C:8](Cl)=[O:9])(=[O:4])=[O:3].[CH2:14]([OH:21])[C:15]1[CH:20]=[CH:19][CH:18]=[CH:17][CH:16]=1.N1C=CC=CC=1. The catalyst is O1CCCC1.O. The product is [Cl:1][S:2]([C:5]1[CH:6]=[C:7]([CH:11]=[CH:12][CH:13]=1)[C:8]([O:21][CH2:14][C:15]1[CH:20]=[CH:19][CH:18]=[CH:17][CH:16]=1)=[O:9])(=[O:4])=[O:3]. The yield is 0.870. (9) The reactants are [CH3:1][C:2]1[C:6]([CH3:7])=[C:5]([NH:8][C:9](=[O:16])OCC(Cl)(Cl)Cl)[O:4][N:3]=1.[F:17][C:18]1[CH:23]=[CH:22][CH:21]=[CH:20][C:19]=1[C:24]1[N:25]=[C:26]([CH:29]2[CH2:34][CH2:33][NH:32][CH2:31][CH2:30]2)[S:27][CH:28]=1.C(N(C(C)C)CC)(C)C.O. The catalyst is CS(C)=O. The product is [CH3:1][C:2]1[C:6]([CH3:7])=[C:5]([NH:8][C:9]([N:32]2[CH2:31][CH2:30][CH:29]([C:26]3[S:27][CH:28]=[C:24]([C:19]4[CH:20]=[CH:21][CH:22]=[CH:23][C:18]=4[F:17])[N:25]=3)[CH2:34][CH2:33]2)=[O:16])[O:4][N:3]=1. The yield is 0.306.